The task is: Predict the reactants needed to synthesize the given product.. This data is from Full USPTO retrosynthesis dataset with 1.9M reactions from patents (1976-2016). (1) The reactants are: [Br:1][C:2]1[CH:3]=[C:4]([CH3:25])[CH:5]=[C:6]2[C:11]=1[N:10]=[CH:9][N:8]([NH:12]C1C=C(C=CC=1SCC)C#N)[C:7]2=[O:24].[CH2:26]([S:28]([C:31]1[CH:38]=[CH:37][C:34]([C:35]#[N:36])=[CH:33][C:32]=1C)(=[O:30])=[O:29])[CH3:27]. Given the product [Br:1][C:2]1[CH:3]=[C:4]([CH3:25])[CH:5]=[C:6]2[C:11]=1[N:10]=[CH:9][N:8]([NH:12][C:32]1[CH:33]=[C:34]([CH:37]=[CH:38][C:31]=1[S:28]([CH2:26][CH3:27])(=[O:29])=[O:30])[C:35]#[N:36])[C:7]2=[O:24], predict the reactants needed to synthesize it. (2) The reactants are: [CH2:1]([C:3]1[C:8]([C:9]([OH:11])=O)=[CH:7][N:6]=[C:5]([S:12][CH3:13])[N:4]=1)[CH3:2].CN(C)C=O.C(Cl)(=O)C(Cl)=O.[N:25]1[C:34]2[C:29](=[CH:30][CH:31]=[CH:32][C:33]=2[NH2:35])[CH:28]=[CH:27][CH:26]=1.N1C=CC=CC=1. Given the product [CH2:1]([C:3]1[C:8]([C:9]([NH:35][C:33]2[CH:32]=[CH:31][CH:30]=[C:29]3[C:34]=2[N:25]=[CH:26][CH:27]=[CH:28]3)=[O:11])=[CH:7][N:6]=[C:5]([S:12][CH3:13])[N:4]=1)[CH3:2], predict the reactants needed to synthesize it. (3) Given the product [N:1]1[CH:9]=[C:8]2[C:4]([NH:5][C:6]([C:10]3[C:22]4[C:21]5[C:16](=[CH:17][CH:18]=[CH:19][CH:20]=5)[CH:15]([NH2:23])[C:14]=4[CH:13]=[CH:12][CH:11]=3)=[N:7]2)=[N:3][CH:2]=1, predict the reactants needed to synthesize it. The reactants are: [N:1]1[CH:9]=[C:8]2[C:4]([NH:5][C:6]([C:10]3[C:22]4[C:21]5[C:16](=[CH:17][CH:18]=[CH:19][CH:20]=5)[C:15](=[N:23]O)[C:14]=4[CH:13]=[CH:12][CH:11]=3)=[N:7]2)=[N:3][CH:2]=1. (4) Given the product [CH3:16][C:17]1[C:22]([CH2:23][NH:24][C:25]([C:26]2[N:3]=[N:2][N:1]([CH2:4][C:5]3[CH:6]=[N:7][C:8]4[C:13]([CH:14]=3)=[CH:12][CH:11]=[C:10]([CH3:15])[CH:9]=4)[CH:27]=2)=[O:28])=[C:21]([CH3:29])[N:20]=[C:19]([NH:30][C:31](=[O:37])[O:32][C:33]([CH3:35])([CH3:34])[CH3:36])[CH:18]=1, predict the reactants needed to synthesize it. The reactants are: [N:1]([CH2:4][C:5]1[CH:6]=[N:7][C:8]2[C:13]([CH:14]=1)=[CH:12][CH:11]=[C:10]([CH3:15])[CH:9]=2)=[N+:2]=[N-:3].[CH3:16][C:17]1[C:22]([CH2:23][NH:24][C:25](=[O:28])[CH2:26][CH3:27])=[C:21]([CH3:29])[N:20]=[C:19]([NH:30][C:31](=[O:37])[O:32][C:33]([CH3:36])([CH3:35])[CH3:34])[CH:18]=1.O.O=C1O[C@H]([C@H](CO)O)C([O-])=C1O.[Na+]. (5) Given the product [C:18]([O:17][C:15]([NH:14][C:11]([CH3:13])([CH3:12])[C@H:10]([NH:22][C:39]([C:37]1[S:36][C:35]2[CH:42]=[C:31]([C:30]#[C:29][C@@H:27]3[CH2:28][C@H:26]3[CH2:25][OH:24])[CH:32]=[CH:33][C:34]=2[CH:38]=1)=[O:40])[C:9]([O:8][CH3:7])=[O:23])=[O:16])([CH3:21])([CH3:20])[CH3:19], predict the reactants needed to synthesize it. The reactants are: C(O)(=O)C(O)=O.[CH3:7][O:8][C:9](=[O:23])[C@@H:10]([NH2:22])[C:11]([NH:14][C:15]([O:17][C:18]([CH3:21])([CH3:20])[CH3:19])=[O:16])([CH3:13])[CH3:12].[OH:24][CH2:25][C@@H:26]1[CH2:28][C@H:27]1[C:29]#[C:30][C:31]1[CH:32]=[CH:33][C:34]2[CH:38]=[C:37]([C:39](O)=[O:40])[S:36][C:35]=2[CH:42]=1.C(N(CC)CC)C.CN(C(ON1N=NC2C=CC=NC1=2)=[N+](C)C)C.F[P-](F)(F)(F)(F)F.